From a dataset of Catalyst prediction with 721,799 reactions and 888 catalyst types from USPTO. Predict which catalyst facilitates the given reaction. (1) Reactant: [C:1]1([NH2:8])[CH:6]=[CH:5][CH:4]=[CH:3][C:2]=1[NH2:7].C(N(CC)C(C)C)(C)C.Br[C:19]([CH3:26])([CH3:25])[C:20](OCC)=[O:21].O. Product: [CH3:25][C:19]1([CH3:26])[NH:8][C:1]2[C:2](=[CH:3][CH:4]=[CH:5][CH:6]=2)[NH:7][C:20]1=[O:21]. The catalyst class is: 9. (2) Reactant: [F:1][C:2]1[CH:21]=[CH:20][C:5]2[C:6]([C:9]3[CH:14]=[CH:13][C:12]([O:15][CH2:16][C@@H:17]4[CH2:19][O:18]4)=[CH:11][CH:10]=3)=[N:7][O:8][C:4]=2[CH:3]=1.[C:22]1([CH:28]2[CH2:33][CH2:32][NH:31][CH2:30][CH2:29]2)[CH:27]=[CH:26][CH:25]=[CH:24][CH:23]=1. Product: [F:1][C:2]1[CH:21]=[CH:20][C:5]2[C:6]([C:9]3[CH:14]=[CH:13][C:12]([O:15][CH2:16][C@@H:17]([OH:18])[CH2:19][N:31]4[CH2:32][CH2:33][CH:28]([C:22]5[CH:27]=[CH:26][CH:25]=[CH:24][CH:23]=5)[CH2:29][CH2:30]4)=[CH:11][CH:10]=3)=[N:7][O:8][C:4]=2[CH:3]=1. The catalyst class is: 737. (3) Reactant: O=[C:2]([CH3:14])[CH:3]([C:8]1[CH:13]=[CH:12][CH:11]=[CH:10][CH:9]=1)[C:4](OC)=[O:5].O.[NH2:16][NH2:17]. Product: [CH3:14][C:2]1[C:3]([C:8]2[CH:13]=[CH:12][CH:11]=[CH:10][CH:9]=2)=[C:4]([OH:5])[NH:17][N:16]=1. The catalyst class is: 8. (4) Reactant: [CH2:1]([NH:8][CH:9]([C:30]#[N:31])[CH2:10][C@H:11]1[N:15]([C:16]([O:18][C:19]([CH3:22])([CH3:21])[CH3:20])=[O:17])[C@H:14]([C:23]([O:25][C:26]([CH3:29])([CH3:28])[CH3:27])=[O:24])[CH2:13][CH2:12]1)[C:2]1[CH:7]=[CH:6][CH:5]=[CH:4][CH:3]=1.C(=O)([O-])[O-:33].[K+].[K+].OO. Product: [CH2:1]([NH:8][CH:9]([C:30](=[O:33])[NH2:31])[CH2:10][C@H:11]1[N:15]([C:16]([O:18][C:19]([CH3:20])([CH3:21])[CH3:22])=[O:17])[C@H:14]([C:23]([O:25][C:26]([CH3:29])([CH3:28])[CH3:27])=[O:24])[CH2:13][CH2:12]1)[C:2]1[CH:3]=[CH:4][CH:5]=[CH:6][CH:7]=1. The catalyst class is: 58. (5) Reactant: [CH3:1][O:2][C:3]([C:5]1[C:10](Cl)=[N:9][C:8]([N:12]2[CH2:17][CH2:16][O:15][CH2:14][CH2:13]2)=[CH:7][N:6]=1)=[O:4].[CH2:18]([Sn](CCCC)(CCCC)C(C)=C)[CH2:19][CH2:20]C. Product: [CH3:1][O:2][C:3]([C:5]1[C:10]([C:19]([CH3:20])=[CH2:18])=[N:9][C:8]([N:12]2[CH2:17][CH2:16][O:15][CH2:14][CH2:13]2)=[CH:7][N:6]=1)=[O:4]. The catalyst class is: 184. (6) Reactant: [NH2:1][C@@H:2]1[CH2:7][CH2:6][C@H:5]([NH:8][C:9]2[CH:14]=[C:13]([N:15]([CH3:17])[CH3:16])[C:12]([CH3:18])=[CH:11][N:10]=2)[CH2:4][CH2:3]1.[Cl:19][C:20]1[CH:25]=[C:24]([N:26]=[C:27]=[S:28])[CH:23]=[CH:22][C:21]=1[F:29].O. Product: [ClH:19].[Cl:19][C:20]1[CH:25]=[C:24]([NH:26][C:27]([NH:1][C@H:2]2[CH2:3][CH2:4][C@@H:5]([NH:8][C:9]3[CH:14]=[C:13]([N:15]([CH3:17])[CH3:16])[C:12]([CH3:18])=[CH:11][N:10]=3)[CH2:6][CH2:7]2)=[S:28])[CH:23]=[CH:22][C:21]=1[F:29]. The catalyst class is: 16.